This data is from Peptide-MHC class I binding affinity with 185,985 pairs from IEDB/IMGT. The task is: Regression. Given a peptide amino acid sequence and an MHC pseudo amino acid sequence, predict their binding affinity value. This is MHC class I binding data. (1) The peptide sequence is AEPGKRYIY. The MHC is Mamu-A01 with pseudo-sequence Mamu-A01. The binding affinity (normalized) is 0. (2) The peptide sequence is FIVYGRSNAI. The MHC is HLA-A68:02 with pseudo-sequence HLA-A68:02. The binding affinity (normalized) is 0.501. (3) The peptide sequence is GLWLSVAAV. The MHC is HLA-A02:01 with pseudo-sequence HLA-A02:01. The binding affinity (normalized) is 0.566. (4) The peptide sequence is LTPIFSDLLK. The MHC is HLA-A03:01 with pseudo-sequence HLA-A03:01. The binding affinity (normalized) is 0.706. (5) The peptide sequence is VCLSGEGWPY. The MHC is HLA-A23:01 with pseudo-sequence HLA-A23:01. The binding affinity (normalized) is 0. (6) The peptide sequence is YHQRFVQAL. The MHC is HLA-B40:01 with pseudo-sequence HLA-B40:01. The binding affinity (normalized) is 0.0847.